Dataset: Forward reaction prediction with 1.9M reactions from USPTO patents (1976-2016). Task: Predict the product of the given reaction. (1) Given the reactants [C:1](Cl)(=O)[O:2]C1C=CC([N+]([O-])=O)=CC=1.[NH2:14][C:15]1[CH:20]=[CH:19][C:18]([C:21]([N:23]2[CH2:28][CH2:27][N:26]([CH2:29][C:30]3[CH:35]=[CH:34][C:33]([C:36]([OH:45])([C:41]([F:44])([F:43])[F:42])[C:37]([F:40])([F:39])[F:38])=[CH:32][CH:31]=3)[CH2:25][CH2:24]2)=[O:22])=[CH:17][CH:16]=1.[NH2:46][CH2:47][C:48]([CH3:51])([OH:50])[CH3:49], predict the reaction product. The product is: [F:42][C:41]([F:44])([F:43])[C:36]([C:33]1[CH:32]=[CH:31][C:30]([CH2:29][N:26]2[CH2:27][CH2:28][N:23]([C:21]([C:18]3[CH:17]=[CH:16][C:15]([NH:14][C:1]([NH:46][CH2:47][C:48]([OH:50])([CH3:51])[CH3:49])=[O:2])=[CH:20][CH:19]=3)=[O:22])[CH2:24][CH2:25]2)=[CH:35][CH:34]=1)([OH:45])[C:37]([F:38])([F:39])[F:40]. (2) Given the reactants [CH3:1][C:2]1[CH:10]=[C:9]2[C:5]([CH2:6][C:7](=[N:12]O)[C:8]2=[O:11])=[CH:4][CH:3]=1.[OH-].[Na+].C1(C)C=CC(S(Cl)(=O)=[O:23])=CC=1.C(O)(=O)CC(CC(O)=O)(C(O)=O)O, predict the reaction product. The product is: [C:7]([CH2:6][C:5]1[CH:4]=[CH:3][C:2]([CH3:1])=[CH:10][C:9]=1[C:8]([OH:11])=[O:23])#[N:12]. (3) Given the reactants Cl[C:2]1[C:7]([C:8]([F:11])([F:10])[F:9])=[CH:6][N:5]=[C:4]([NH:12][C:13]2[CH:28]=[CH:27][C:16]([C:17]([NH:19][CH:20]3[CH2:25][CH2:24][N:23]([CH3:26])[CH2:22][CH2:21]3)=[O:18])=[CH:15][C:14]=2[O:29][CH3:30])[N:3]=1.[C:31]1([OH:37])[CH:36]=[CH:35][CH:34]=[CH:33][CH:32]=1.N1C=CC=CC=1.C([O-])([O-])=O.[Cs+].[Cs+], predict the reaction product. The product is: [CH3:30][O:29][C:14]1[CH:15]=[C:16]([CH:27]=[CH:28][C:13]=1[NH:12][C:4]1[N:3]=[C:2]([O:37][C:31]2[CH:36]=[CH:35][CH:34]=[CH:33][CH:32]=2)[C:7]([C:8]([F:11])([F:10])[F:9])=[CH:6][N:5]=1)[C:17]([NH:19][CH:20]1[CH2:25][CH2:24][N:23]([CH3:26])[CH2:22][CH2:21]1)=[O:18]. (4) Given the reactants S(Cl)(Cl)(=O)=O.[CH3:27][S:24]([C:21]1[CH:22]=[CH:23][C:18]([S:17][S:17][C:18]2[CH:23]=[CH:22][C:21]([S:24]([CH3:27])(=[O:26])=[O:25])=[CH:20][CH:19]=2)=[CH:19][CH:20]=1)(=[O:26])=[O:25].[CH2:28]([O:30][C:31](=[O:45])[CH2:32][C:33]1[C:34]([CH3:44])=[CH:35][N:36]2[C:41]=1[CH:40]=[CH:39][C:38]([C:42]#[N:43])=[CH:37]2)[CH3:29], predict the reaction product. The product is: [CH2:28]([O:30][C:31](=[O:45])[CH2:32][C:33]1[C:34]([CH3:44])=[C:35]([S:17][C:18]2[CH:19]=[CH:20][C:21]([S:24]([CH3:27])(=[O:25])=[O:26])=[CH:22][CH:23]=2)[N:36]2[C:41]=1[CH:40]=[CH:39][C:38]([C:42]#[N:43])=[CH:37]2)[CH3:29]. (5) Given the reactants C(O[C:9](=O)[NH:10][C@@H:11]([C:19]1[CH:24]=[CH:23][CH:22]=[CH:21][CH:20]=1)[C:12](=O)[N:13]1[CH2:17][CH2:16][CH2:15][CH2:14]1)C1C=CC=CC=1.[H-].[H-].[H-].[H-].[Li+].[Al+3].C(=O)([O-])[O-].[Na+].[Na+], predict the reaction product. The product is: [CH3:9][NH:10][C@@H:11]([C:19]1[CH:24]=[CH:23][CH:22]=[CH:21][CH:20]=1)[CH2:12][N:13]1[CH2:14][CH2:15][CH2:16][CH2:17]1. (6) Given the reactants [F:1][C:2]1[CH:3]=[CH:4][C:5]([N+:25]([O-:27])=[O:26])=[C:6]([CH:24]=1)[O:7][C@@H:8]1[CH2:12][O:11][C@@H:10]2[C@H:13](OS(C(F)(F)F)(=O)=O)[CH2:14][O:15][C@H:9]12.[F-:28].C([N+](CCCC)(CCCC)CCCC)CCC.C1COCC1.O, predict the reaction product. The product is: [F:28][C@@H:13]1[C@H:10]2[O:11][CH2:12][C@@H:8]([O:7][C:6]3[CH:24]=[C:2]([F:1])[CH:3]=[CH:4][C:5]=3[N+:25]([O-:27])=[O:26])[C@H:9]2[O:15][CH2:14]1. (7) Given the reactants Cl.[NH2:2][C:3]1[N:8]=[CH:7][C:6]([C:9]2[N:10]=[C:11]([N:25]3[CH2:30][CH2:29][O:28][CH2:27][CH2:26]3)[C:12]3[S:17][C:16]([C:18]4([OH:24])[CH2:23][CH2:22][NH:21][CH2:20][CH2:19]4)=[CH:15][C:13]=3[N:14]=2)=[CH:5][N:4]=1.[C:31](O)(=[O:35])[CH:32]([CH3:34])[OH:33], predict the reaction product. The product is: [NH2:2][C:3]1[N:8]=[CH:7][C:6]([C:9]2[N:10]=[C:11]([N:25]3[CH2:30][CH2:29][O:28][CH2:27][CH2:26]3)[C:12]3[S:17][C:16]([C:18]4([OH:24])[CH2:23][CH2:22][N:21]([C:31](=[O:35])[C@@H:32]([OH:33])[CH3:34])[CH2:20][CH2:19]4)=[CH:15][C:13]=3[N:14]=2)=[CH:5][N:4]=1. (8) Given the reactants [CH3:1][N:2]1[CH2:7][CH2:6][CH:5]([OH:8])[CH2:4][CH2:3]1.[H-].[Na+].[O:11]1[CH:15]=[CH:14][CH:13]=[C:12]1[CH2:16][NH:17][C:18]1[N:23]=[C:22](Cl)[N:21]=[C:20]([O:25][CH2:26][CH3:27])[N:19]=1.O, predict the reaction product. The product is: [CH2:26]([O:25][C:20]1[N:21]=[C:22]([O:8][CH:5]2[CH2:6][CH2:7][N:2]([CH3:1])[CH2:3][CH2:4]2)[N:23]=[C:18]([NH:17][CH2:16][C:12]2[O:11][CH:15]=[CH:14][CH:13]=2)[N:19]=1)[CH3:27]. (9) Given the reactants [Cl:1][C:2]1[CH:17]=[CH:16][C:5]([O:6][C:7]2[CH:8]=[C:9]([CH:13]=[CH:14][CH:15]=2)[C:10]([OH:12])=[O:11])=[C:4]([N+:18]([O-:20])=[O:19])[CH:3]=1.[CH2:21](O)[CH3:22], predict the reaction product. The product is: [CH2:21]([O:11][C:10](=[O:12])[C:9]1[CH:13]=[CH:14][CH:15]=[C:7]([O:6][C:5]2[CH:16]=[CH:17][C:2]([Cl:1])=[CH:3][C:4]=2[N+:18]([O-:20])=[O:19])[CH:8]=1)[CH3:22]. (10) Given the reactants [CH3:1][N:2]1[C:7](=[O:8])[CH2:6][C:5]2[CH:9]=[C:10]3[C:15](=[CH:16][C:4]=2[S:3]1(=[O:18])=[O:17])[CH2:14][CH2:13][CH2:12][CH2:11]3.[H-].[Na+].[H][H].[C:23]1([N:29]=[C:30]=[O:31])[CH:28]=[CH:27][CH:26]=[CH:25][CH:24]=1, predict the reaction product. The product is: [CH3:1][N:2]1[C:7](=[O:8])[CH:6]([C:30]([NH:29][C:23]2[CH:28]=[CH:27][CH:26]=[CH:25][CH:24]=2)=[O:31])[C:5]2[CH:9]=[C:10]3[C:15](=[CH:16][C:4]=2[S:3]1(=[O:17])=[O:18])[CH2:14][CH2:13][CH2:12][CH2:11]3.